Predict which catalyst facilitates the given reaction. From a dataset of Catalyst prediction with 721,799 reactions and 888 catalyst types from USPTO. (1) Reactant: [CH3:1][O:2][C:3]1[C:12]([O:13][CH3:14])=[CH:11][C:10]2[N:9]=[CH:8][N:7]=[C:6]([NH:15][C:16]3[CH:21]=[CH:20][CH:19]=[CH:18][CH:17]=3)[C:5]=2[C:4]=1[NH2:22].[OH-].[Na+].[C:25](OC(=O)C)(=O)[CH3:26]. Product: [CH3:14][O:13][C:12]1[CH:11]=[C:10]2[C:5]3[C:6]([N:15]([C:16]4[CH:17]=[CH:18][CH:19]=[CH:20][CH:21]=4)[C:25]([CH3:26])=[N:22][C:4]=3[C:3]=1[O:2][CH3:1])=[N:7][CH:8]=[N:9]2. The catalyst class is: 22. (2) Reactant: [F:1][C:2]1[CH:3]=[C:4]([C:14]([F:17])([F:16])[F:15])[CH:5]=[C:6]2[C:10]=1[N:9]([CH3:11])[CH:8]=[C:7]2C=O.[CH2:18]([CH2:20][NH2:21])[OH:19].[BH4-].[Na+].O. Product: [F:1][C:2]1[CH:3]=[C:4]([C:14]([F:15])([F:16])[F:17])[CH:5]=[C:6]2[C:10]=1[N:9]([CH3:11])[CH:8]=[C:7]2[NH:21][CH2:20][CH2:18][OH:19]. The catalyst class is: 5. (3) Reactant: Cl.[CH3:2][O:3][C:4]([C:6]1[S:10][C:9]2[CH:11]=[C:12]([F:15])[CH:13]=[CH:14][C:8]=2[C:7]=1[CH:16]1[CH2:21][CH2:20][NH:19][CH2:18][CH2:17]1)=[O:5].C(N(CC)CC)C.[CH3:29][S:30]([N:33]1[CH2:38][CH2:37][C:36]2[N:39]([CH2:52][CH2:53][CH:54]=O)[N:40]=[C:41]([C:42]3[CH:47]=[CH:46][C:45]([C:48]([F:51])([F:50])[F:49])=[CH:44][CH:43]=3)[C:35]=2[CH2:34]1)(=[O:32])=[O:31].C([O-])(O)=O.[Na+].C(O[BH-](OC(=O)C)OC(=O)C)(=O)C.[Na+]. Product: [CH3:2][O:3][C:4]([C:6]1[S:10][C:9]2[CH:11]=[C:12]([F:15])[CH:13]=[CH:14][C:8]=2[C:7]=1[CH:16]1[CH2:21][CH2:20][N:19]([CH2:54][CH2:53][CH2:52][N:39]2[C:36]3[CH2:37][CH2:38][N:33]([S:30]([CH3:29])(=[O:32])=[O:31])[CH2:34][C:35]=3[C:41]([C:42]3[CH:47]=[CH:46][C:45]([C:48]([F:50])([F:49])[F:51])=[CH:44][CH:43]=3)=[N:40]2)[CH2:18][CH2:17]1)=[O:5]. The catalyst class is: 4. (4) Reactant: [N+](CC)([O-])=O.ClCCC[N:10]1[C:18]2[C:13](=[CH:14][C:15](C=O)=[CH:16][CH:17]=2)[CH2:12][CH2:11]1.C([O-])(=O)C.[NH4+].O. Product: [NH:10]1[C:18]2[C:13](=[CH:14][CH:15]=[CH:16][CH:17]=2)[CH2:12][CH2:11]1. The catalyst class is: 2. (5) Reactant: [Cl:1][C:2]1[C:3]([N:17]2[CH2:22][CH2:21][CH:20]([C:23]([O:25][CH3:26])=[O:24])[CH2:19][CH2:18]2)=[N:4][CH:5]=[C:6]([C:10]2[O:11][C:12]([CH2:15][CH3:16])=[CH:13][N:14]=2)[C:7]=1[S:8][CH3:9].ClC1C=C(C(OO)=[O:35])C=CC=1.[O-]S([O-])(=S)=O.[Na+].[Na+]. Product: [Cl:1][C:2]1[C:3]([N:17]2[CH2:22][CH2:21][CH:20]([C:23]([O:25][CH3:26])=[O:24])[CH2:19][CH2:18]2)=[N:4][CH:5]=[C:6]([C:10]2[O:11][C:12]([CH2:15][CH3:16])=[CH:13][N:14]=2)[C:7]=1[S:8]([CH3:9])=[O:35]. The catalyst class is: 85.